From a dataset of Catalyst prediction with 721,799 reactions and 888 catalyst types from USPTO. Predict which catalyst facilitates the given reaction. Reactant: [N:1]([CH2:4][CH:5]([OH:13])[CH2:6][C:7]1[CH:12]=[CH:11][CH:10]=[CH:9][CH:8]=1)=[N+]=[N-].[H][H]. Product: [NH2:1][CH2:4][CH:5]([OH:13])[CH2:6][C:7]1[CH:8]=[CH:9][CH:10]=[CH:11][CH:12]=1. The catalyst class is: 105.